Dataset: CYP1A2 inhibition data for predicting drug metabolism from PubChem BioAssay. Task: Regression/Classification. Given a drug SMILES string, predict its absorption, distribution, metabolism, or excretion properties. Task type varies by dataset: regression for continuous measurements (e.g., permeability, clearance, half-life) or binary classification for categorical outcomes (e.g., BBB penetration, CYP inhibition). Dataset: cyp1a2_veith. (1) The drug is OC[C@@H]1O[C@@H](n2cnc3c(NC4CCCCC4)ncnc32)[C@@H](O)[C@H]1O. The result is 0 (non-inhibitor). (2) The compound is Cc1cc2nnc(SCC(=O)OC(C)C)n2c2ccccc12. The result is 1 (inhibitor). (3) The drug is Cc1ccc(C)c(NC(=O)NCc2ccc(Cl)cc2)c1. The result is 1 (inhibitor). (4) The compound is CC(=O)OCC1=C(C(=O)[O-])N2C(=O)[C@@H](NC(=O)CCC[C@@H](N)C(=O)[O-])[C@@H]2SC1.[Zn+2]. The result is 0 (non-inhibitor). (5) The molecule is C[C@H]1C[C@@H](C)CN(S(=O)(=O)c2cc(Cl)c(Oc3ccc([N+](=O)[O-])cc3Cl)c(Cl)c2)C1. The result is 0 (non-inhibitor). (6) The molecule is O=C(/C=C1\NCC2c3ccccc3CCN2C1=O)c1ccccc1. The result is 1 (inhibitor). (7) The compound is Cc1cc(C)n(-c2nc(SCCN(C)C)c3c4c(sc3n2)CCCC4)n1. The result is 1 (inhibitor). (8) The drug is Cc1nnc(NS(=O)(=O)c2ccc(N)cc2)s1. The result is 0 (non-inhibitor). (9) The compound is COCCCNC(=O)CCS(=O)(=O)Cc1ccc(C)cc1. The result is 0 (non-inhibitor).